From a dataset of Forward reaction prediction with 1.9M reactions from USPTO patents (1976-2016). Predict the product of the given reaction. Given the reactants [CH2:1]([N:8]1[CH2:13][CH2:12][CH2:11][C:10](=[O:14])[CH2:9]1)[C:2]1[CH:7]=[CH:6][CH:5]=[CH:4][CH:3]=1.[CH3:15][O:16][C:17]1[CH:22]=[CH:21][C:20]([Mg]Br)=[CH:19][CH:18]=1, predict the reaction product. The product is: [CH2:1]([N:8]1[CH2:13][CH2:12][CH2:11][C:10]([C:20]2[CH:21]=[CH:22][C:17]([O:16][CH3:15])=[CH:18][CH:19]=2)([OH:14])[CH2:9]1)[C:2]1[CH:3]=[CH:4][CH:5]=[CH:6][CH:7]=1.